Predict the reaction yield, written as a fraction of the theoretical maximum amount of product (1.0 means a 100% yield; for example, 0.34 means a 34% yield). From a dataset of Reaction yield outcomes from USPTO patents with 853,638 reactions. (1) The reactants are [C:1]1([C@H:7]2[C@H:16]3[CH2:17][CH2:18][N:19]([C:20]([C@H:22]4[CH2:27][CH2:26][CH2:25][CH2:24][C@H:23]4[NH:28][C:29]([C:31]4[CH:40]=[CH:39][C:34]([C:35]([O:37]C)=[O:36])=[CH:33][CH:32]=4)=[O:30])=[O:21])[C@H:15]3[C:14]3[CH:13]=[CH:12][CH:11]=[CH:10][C:9]=3[NH:8]2)[CH:6]=[CH:5][CH:4]=[CH:3][CH:2]=1.[OH-].[Na+].Cl. The catalyst is O1CCCC1.CO. The product is [C:1]1([C@H:7]2[C@H:16]3[CH2:17][CH2:18][N:19]([C:20]([C@H:22]4[CH2:27][CH2:26][CH2:25][CH2:24][C@H:23]4[NH:28][C:29]([C:31]4[CH:40]=[CH:39][C:34]([C:35]([OH:37])=[O:36])=[CH:33][CH:32]=4)=[O:30])=[O:21])[C@H:15]3[C:14]3[CH:13]=[CH:12][CH:11]=[CH:10][C:9]=3[NH:8]2)[CH:2]=[CH:3][CH:4]=[CH:5][CH:6]=1. The yield is 0.680. (2) The reactants are [NH2:1][N:2]1[C:11]2[C:6](=[N:7][CH:8]=[CH:9][CH:10]=2)[CH:5]=[CH:4][C:3]1=[NH2+:12].CC1C=C(C)C=C(C)C=1S([O-])(=O)=O.[Cl:26][CH:27]([Cl:32])[C:28](OC)=O.C(=O)([O-])[O-].[K+].[K+]. The catalyst is CCO. The product is [Cl:26][CH:27]([Cl:32])[C:28]1[N:12]=[C:3]2[CH:4]=[CH:5][C:6]3[C:11]([N:2]2[N:1]=1)=[CH:10][CH:9]=[CH:8][N:7]=3. The yield is 0.390. (3) The reactants are [H-].[Na+].O[C:4]12[CH2:13][CH:8]3[CH2:9][CH:10]([CH2:12][CH:6]([CH2:7]3)[C:5]1=[O:14])[CH2:11]2.IC.C1C[O:20][CH2:19]C1. No catalyst specified. The product is [CH3:19][O:20][C:10]12[CH2:12][CH:6]3[CH2:7][CH:8]([CH2:13][CH:4]([C:5]3=[O:14])[CH2:11]1)[CH2:9]2. The yield is 0.830.